Dataset: Reaction yield outcomes from USPTO patents with 853,638 reactions. Task: Predict the reaction yield, written as a fraction of the theoretical maximum amount of product (1.0 means a 100% yield; for example, 0.34 means a 34% yield). (1) The reactants are I[CH:2]1[CH2:5][N:4]([C:6]([O:8][C:9]([CH3:12])([CH3:11])[CH3:10])=[O:7])[CH2:3]1.[N+:13]([C:16]1[N:21]=[CH:20][C:19]([OH:22])=[CH:18][CH:17]=1)([O-:15])=[O:14].C([O-])([O-])=O.[Cs+].[Cs+]. The catalyst is CN(C=O)C. The product is [N+:13]([C:16]1[N:21]=[CH:20][C:19]([O:22][CH:2]2[CH2:5][N:4]([C:6]([O:8][C:9]([CH3:12])([CH3:11])[CH3:10])=[O:7])[CH2:3]2)=[CH:18][CH:17]=1)([O-:15])=[O:14]. The yield is 0.590. (2) The reactants are [S:1]1[CH:5]=[CH:4][C:3]2[C:6]([N:10]3[CH2:15][CH2:14][N:13]([CH2:16][CH2:17][CH2:18][O:19][C:20]4[N:24]([CH3:25])[N:23]=[C:22]([NH2:26])[CH:21]=4)[CH2:12][CH2:11]3)=[CH:7][CH:8]=[CH:9][C:2]1=2.C(N(CC)CC)C.[CH3:34][N:35]([CH3:39])[C:36]([Cl:38])=[O:37].N1C=CC=CC=1. The catalyst is O.ClCCl. The product is [ClH:38].[S:1]1[CH:5]=[CH:4][C:3]2[C:6]([N:10]3[CH2:11][CH2:12][N:13]([CH2:16][CH2:17][CH2:18][O:19][C:20]4[N:24]([CH3:25])[N:23]=[C:22]([NH:26][C:36](=[O:37])[N:35]([CH3:39])[CH3:34])[CH:21]=4)[CH2:14][CH2:15]3)=[CH:7][CH:8]=[CH:9][C:2]1=2. The yield is 0.300. (3) The reactants are [CH3:1][N:2]1[CH2:9][C@@H:8]2[C@@H:4]([N:5]([C:10]3[C:15]([N+:16]([O-])=O)=[CH:14][C:13]([NH:19][C:20]4[N:25]=[C:24]([C:26]5[C:34]6[C:29](=[CH:30][CH:31]=[CH:32][CH:33]=6)[N:28]([CH3:35])[CH:27]=5)[CH:23]=[CH:22][N:21]=4)=[C:12]([O:36][CH3:37])[CH:11]=3)[CH2:6][CH2:7]2)[CH2:3]1.[NH4+].[Cl-].O. The catalyst is C(O)C.[Fe]. The product is [CH3:1][N:2]1[CH2:9][C@@H:8]2[C@@H:4]([N:5]([C:10]3[CH:11]=[C:12]([O:36][CH3:37])[C:13]([NH:19][C:20]4[N:25]=[C:24]([C:26]5[C:34]6[C:29](=[CH:30][CH:31]=[CH:32][CH:33]=6)[N:28]([CH3:35])[CH:27]=5)[CH:23]=[CH:22][N:21]=4)=[CH:14][C:15]=3[NH2:16])[CH2:6][CH2:7]2)[CH2:3]1. The yield is 0.820. (4) The reactants are C(N(CC)C(C1C=C(C2C=NN(CCCO)C=2)C=CC=1NC1C(C(F)(F)F)=CN=C(NC2C=CC(CP(=O)(O)OCC)=CC=2OC)N=1)=O)C.[CH2:50]([O:52][P:53]([CH2:58][C:59]1[CH:64]=[CH:63][C:62]([NH:65][C:66]2[N:71]=[C:70]([NH:72][C:73]3[CH:81]=[CH:80][C:79]([C:82]4[CH:83]=[N:84][N:85]([CH2:87][C@H:88]([OH:91])[CH2:89][OH:90])[CH:86]=4)=[C:78]4[C:74]=3[C:75](=[O:93])[N:76]([CH3:92])[CH2:77]4)[C:69]([C:94]([F:97])([F:96])[F:95])=[CH:68][N:67]=2)=[C:61]([O:98][CH3:99])[CH:60]=1)(=[O:57])[O:54]CC)[CH3:51]. No catalyst specified. The product is [OH:91][C@H:88]([CH2:89][OH:90])[CH2:87][N:85]1[CH:86]=[C:82]([C:79]2[CH:80]=[CH:81][C:73]([NH:72][C:70]3[C:69]([C:94]([F:97])([F:96])[F:95])=[CH:68][N:67]=[C:66]([NH:65][C:62]4[CH:63]=[CH:64][C:59]([CH2:58][P:53](=[O:54])([OH:57])[O:52][CH2:50][CH3:51])=[CH:60][C:61]=4[O:98][CH3:99])[N:71]=3)=[C:74]3[C:78]=2[CH2:77][N:76]([CH3:92])[C:75]3=[O:93])[CH:83]=[N:84]1. The yield is 0.750. (5) The reactants are Br[C:2]1[CH:7]=[CH:6][CH:5]=[CH:4][N:3]=1.[N+:8]([C:11]1[CH:12]=[C:13]([OH:21])[CH:14]=[C:15]2[C:20]=1[N:19]=[CH:18][CH:17]=[CH:16]2)([O-:10])=[O:9].CC(C)(C(=O)CC(=O)C(C)(C)C)C.C(=O)([O-])[O-].[Cs+].[Cs+]. The catalyst is CCOC(C)=O.Cl[Cu].CN1C(=O)CCC1. The product is [N+:8]([C:11]1[CH:12]=[C:13]([O:21][C:2]2[CH:7]=[CH:6][CH:5]=[CH:4][N:3]=2)[CH:14]=[C:15]2[C:20]=1[N:19]=[CH:18][CH:17]=[CH:16]2)([O-:10])=[O:9]. The yield is 0.830. (6) The reactants are C[O:2][C:3]([C:5]1[S:6][CH:7]=[CH:8][C:9]=1[NH:10][S:11]([C:14]1[C:22]2[O:21][CH2:20][CH2:19][C:18]=2[CH:17]=[C:16]([Br:23])[CH:15]=1)(=[O:13])=[O:12])=[O:4].[OH-].[Li+]. The catalyst is O1CCCC1.CO. The product is [Br:23][C:16]1[CH:15]=[C:14]([S:11]([NH:10][C:9]2[CH:8]=[CH:7][S:6][C:5]=2[C:3]([OH:4])=[O:2])(=[O:12])=[O:13])[C:22]2[O:21][CH2:20][CH2:19][C:18]=2[CH:17]=1. The yield is 0.860. (7) The reactants are [N+](C1C=CC=CC=1S([N:13]([CH2:33][C:34]1[CH:39]=[CH:38][CH:37]=[CH:36][N:35]=1)[CH2:14][C:15]1[CH:20]=[CH:19][C:18]([CH2:21][NH:22][CH:23]2[CH2:32][C:31]3[N:30]=[CH:29][CH:28]=[CH:27][C:26]=3[CH2:25][CH2:24]2)=[CH:17][CH:16]=1)(=O)=O)([O-])=O.[NH:40]1[CH:44]=[CH:43][N:42]=[C:41]1[CH:45]=O.[BH-](OC(C)=O)(OC(C)=O)OC(C)=O.[Na+]. The catalyst is CO. The product is [N:35]1[CH:36]=[CH:37][CH:38]=[CH:39][C:34]=1[CH2:33][NH:13][CH2:14][C:15]1[CH:16]=[CH:17][C:18]([CH2:21][N:22]([CH2:45][C:41]2[NH:42][CH:43]=[CH:44][N:40]=2)[CH:23]2[CH2:32][C:31]3[N:30]=[CH:29][CH:28]=[CH:27][C:26]=3[CH2:25][CH2:24]2)=[CH:19][CH:20]=1. The yield is 0.840. (8) The yield is 0.620. The product is [CH2:1]([O:3][C:4](=[O:37])[CH2:5][CH2:6][CH2:7][O:8][C:9]1[CH:14]=[CH:13][CH:12]=[C:11]([CH2:15][CH2:16][CH2:17][CH2:18][CH2:19][CH2:20][O:21][C:22]2[CH:27]=[C:26]([C:40]3[CH:39]=[N:38][CH:43]=[CH:42][CH:41]=3)[CH:25]=[C:24]([C:40]3[CH:39]=[N:38][CH:43]=[CH:42][CH:41]=3)[CH:23]=2)[C:10]=1[CH2:30][CH2:31][C:32]([O:34][CH2:35][CH3:36])=[O:33])[CH3:2]. No catalyst specified. The reactants are [CH2:1]([O:3][C:4](=[O:37])[CH2:5][CH2:6][CH2:7][O:8][C:9]1[CH:14]=[CH:13][CH:12]=[C:11]([CH2:15][CH2:16][CH2:17][CH2:18][CH2:19][CH2:20][O:21][C:22]2[CH:27]=[C:26](Br)[CH:25]=[C:24](Br)[CH:23]=2)[C:10]=1[CH2:30][CH2:31][C:32]([O:34][CH2:35][CH3:36])=[O:33])[CH3:2].[N:38]1[CH:43]=[CH:42][CH:41]=[C:40](B(O)O)[CH:39]=1. (9) The yield is 0.870. The product is [CH3:1][O:2][C:3](=[O:13])[C:4]1[CH:9]=[C:8]([CH3:10])[CH:7]=[C:6]([F:12])[CH:5]=1. The catalyst is [Pd].C(O)C. The reactants are [CH3:1][O:2][C:3](=[O:13])[C:4]1[CH:9]=[C:8]([CH2:10]O)[CH:7]=[C:6]([F:12])[CH:5]=1.